The task is: Regression. Given two drug SMILES strings and cell line genomic features, predict the synergy score measuring deviation from expected non-interaction effect.. This data is from NCI-60 drug combinations with 297,098 pairs across 59 cell lines. (1) Drug 1: COC1=CC(=CC(=C1O)OC)C2C3C(COC3=O)C(C4=CC5=C(C=C24)OCO5)OC6C(C(C7C(O6)COC(O7)C8=CC=CS8)O)O. Drug 2: C1=CC=C(C=C1)NC(=O)CCCCCCC(=O)NO. Cell line: MDA-MB-435. Synergy scores: CSS=25.9, Synergy_ZIP=-1.68, Synergy_Bliss=6.79, Synergy_Loewe=4.77, Synergy_HSA=5.60. (2) Drug 2: C(=O)(N)NO. Cell line: MOLT-4. Synergy scores: CSS=34.1, Synergy_ZIP=-0.402, Synergy_Bliss=3.29, Synergy_Loewe=-15.9, Synergy_HSA=2.66. Drug 1: C1CCC(CC1)NC(=O)N(CCCl)N=O. (3) Drug 1: CC1=C(C=C(C=C1)NC(=O)C2=CC=C(C=C2)CN3CCN(CC3)C)NC4=NC=CC(=N4)C5=CN=CC=C5. Drug 2: C1=CC=C(C(=C1)C(C2=CC=C(C=C2)Cl)C(Cl)Cl)Cl. Cell line: MDA-MB-435. Synergy scores: CSS=-3.76, Synergy_ZIP=3.41, Synergy_Bliss=2.58, Synergy_Loewe=-3.79, Synergy_HSA=-3.78. (4) Drug 1: CN1CCC(CC1)COC2=C(C=C3C(=C2)N=CN=C3NC4=C(C=C(C=C4)Br)F)OC. Drug 2: CC(C)CN1C=NC2=C1C3=CC=CC=C3N=C2N. Cell line: ACHN. Synergy scores: CSS=16.5, Synergy_ZIP=-4.33, Synergy_Bliss=-0.285, Synergy_Loewe=-8.99, Synergy_HSA=0.260. (5) Drug 2: N.N.Cl[Pt+2]Cl. Drug 1: CCN(CC)CCNC(=O)C1=C(NC(=C1C)C=C2C3=C(C=CC(=C3)F)NC2=O)C. Synergy scores: CSS=55.6, Synergy_ZIP=-0.977, Synergy_Bliss=-0.530, Synergy_Loewe=-1.61, Synergy_HSA=0.414. Cell line: HOP-92. (6) Drug 1: CCCS(=O)(=O)NC1=C(C(=C(C=C1)F)C(=O)C2=CNC3=C2C=C(C=N3)C4=CC=C(C=C4)Cl)F. Drug 2: CS(=O)(=O)OCCCCOS(=O)(=O)C. Cell line: OVCAR-5. Synergy scores: CSS=-5.95, Synergy_ZIP=1.23, Synergy_Bliss=-0.268, Synergy_Loewe=-6.86, Synergy_HSA=-6.04.